Task: Predict the reactants needed to synthesize the given product.. Dataset: Full USPTO retrosynthesis dataset with 1.9M reactions from patents (1976-2016) (1) Given the product [F:1][C:2]1[CH:3]=[CH:4][C:5]([O:6][C:7]2[CH:8]=[CH:9][C:10]([C:13]3[N:18]=[C:17]([NH:19][C:20](=[O:26])[C@@H:21]([NH:25][C:31](=[O:32])[CH2:30][OH:33])[C@@H:22]([OH:24])[CH3:23])[CH:16]=[CH:15][CH:14]=3)=[CH:11][CH:12]=2)=[CH:27][CH:28]=1, predict the reactants needed to synthesize it. The reactants are: [F:1][C:2]1[CH:28]=[CH:27][C:5]([O:6][C:7]2[CH:12]=[CH:11][C:10]([C:13]3[N:18]=[C:17]([NH:19][C:20](=[O:26])[C@@H:21]([NH2:25])[C@@H:22]([OH:24])[CH3:23])[CH:16]=[CH:15][CH:14]=3)=[CH:9][CH:8]=2)=[CH:4][CH:3]=1.Cl.[C:30](O)(=[O:33])[CH2:31][OH:32].CN(C(ON1N=NC2C=CC=NC1=2)=[N+](C)C)C.F[P-](F)(F)(F)(F)F.CCN(C(C)C)C(C)C. (2) Given the product [Cl:15][C:4]1[CH:5]=[CH:6][C:7]2[NH:8][CH2:9][C:10](=[O:11])[NH:1][C:2]=2[N:3]=1, predict the reactants needed to synthesize it. The reactants are: [NH2:1][C:2]1[C:7]([NH:8][CH2:9][C:10](OCC)=[O:11])=[CH:6][CH:5]=[C:4]([Cl:15])[N:3]=1.[H-].[Na+].Cl. (3) Given the product [CH3:1][C:2]1([CH3:32])[O:3][C:4](=[O:31])[CH:5]([CH2:9][C@@H:10]([NH:22][C:23](=[O:29])[O:24][C:25]([CH3:27])([CH3:26])[CH3:28])[CH2:11][C:12]2[CH:13]=[CH:14][C:15]([C:18]([F:20])([F:21])[F:19])=[CH:16][CH:17]=2)[C:6](=[O:8])[O:7]1, predict the reactants needed to synthesize it. The reactants are: [CH3:1][C:2]1([CH3:32])[O:7][C:6](=[O:8])[CH:5]([C:9](=O)[C@@H:10]([NH:22][C:23](=[O:29])[O:24][C:25]([CH3:28])([CH3:27])[CH3:26])[CH2:11][C:12]2[CH:17]=[CH:16][C:15]([C:18]([F:21])([F:20])[F:19])=[CH:14][CH:13]=2)[C:4](=[O:31])[O:3]1.C(O)(=O)C.[BH4-].[Na+].